Dataset: Forward reaction prediction with 1.9M reactions from USPTO patents (1976-2016). Task: Predict the product of the given reaction. (1) The product is: [O:1]=[C:2]1[NH:6][CH:5]=[C:4]([C:7]([OH:9])=[O:8])[O:3]1. Given the reactants [O:1]=[C:2]1[NH:6][CH:5]=[C:4]([C:7]([O:9]CC)=[O:8])[O:3]1.O[Li].O.Cl.O1CCOCC1, predict the reaction product. (2) Given the reactants O[C:2]1[CH:17]=[C:16]([OH:18])[CH:15]=[CH:14][C:3]=1[C:4]([C:6]1[CH:11]=[CH:10][C:9]([OH:12])=[CH:8][C:7]=1[OH:13])=O.C([O-])(=O)C.[Na+].Cl.Cl.[CH2:26]([NH:33][NH2:34])[C:27]1[CH:32]=[CH:31][CH:30]=[CH:29][CH:28]=1, predict the reaction product. The product is: [CH2:26]([N:33]1[C:2]2[C:3](=[CH:14][CH:15]=[C:16]([OH:18])[CH:17]=2)[C:4]([C:6]2[CH:11]=[CH:10][C:9]([OH:12])=[CH:8][C:7]=2[OH:13])=[N:34]1)[C:27]1[CH:32]=[CH:31][CH:30]=[CH:29][CH:28]=1. (3) Given the reactants [CH3:1][C:2]1[C:6]([C:7]([O:9][CH3:10])=[O:8])=[CH:5][NH:4][N:3]=1.[Cl:11][C:12]1[CH:17]=[CH:16][CH:15]=[CH:14][C:13]=1B(O)O.N1C=CC=CC=1, predict the reaction product. The product is: [Cl:11][C:12]1[CH:17]=[CH:16][CH:15]=[CH:14][C:13]=1[N:4]1[CH:5]=[C:6]([C:7]([O:9][CH3:10])=[O:8])[C:2]([CH3:1])=[N:3]1. (4) Given the reactants [C:1]([OH:10])(=[O:9])/[CH:2]=[CH:3]\[CH:4]=[CH:5]/[C:6]([OH:8])=[O:7].[OH-].[Na+].C, predict the reaction product. The product is: [C:1]([OH:10])(=[O:9])/[CH:2]=[CH:3]\[CH:4]=[CH:5]\[C:6]([OH:8])=[O:7]. (5) Given the reactants Cl[C:2]1[C:11]2[C:6](=[CH:7][C:8]([O:14][CH3:15])=[C:9]([O:12][CH3:13])[CH:10]=2)[N:5]=[CH:4][CH:3]=1.[OH:16][C:17]1[CH:22]=[CH:21][CH:20]=[CH:19][C:18]=1[C:23](=[O:25])[CH3:24], predict the reaction product. The product is: [CH3:13][O:12][C:9]1[CH:10]=[C:11]2[C:6](=[CH:7][C:8]=1[O:14][CH3:15])[N:5]=[CH:4][CH:3]=[C:2]2[O:16][C:17]1[CH:22]=[CH:21][CH:20]=[CH:19][C:18]=1[C:23](=[O:25])[CH3:24].